This data is from Forward reaction prediction with 1.9M reactions from USPTO patents (1976-2016). The task is: Predict the product of the given reaction. (1) Given the reactants [N+:1]([C:4]1[CH:12]=[C:7]2[CH2:8][NH:9][CH2:10][CH2:11][N:6]2[N:5]=1)([O-:3])=[O:2].[CH3:13][C:14]([O:17][C:18](O[C:18]([O:17][C:14]([CH3:16])([CH3:15])[CH3:13])=[O:19])=[O:19])([CH3:16])[CH3:15], predict the reaction product. The product is: [N+:1]([C:4]1[CH:12]=[C:7]2[CH2:8][N:9]([C:18]([O:17][C:14]([CH3:16])([CH3:15])[CH3:13])=[O:19])[CH2:10][CH2:11][N:6]2[N:5]=1)([O-:3])=[O:2]. (2) Given the reactants Cl[Si](C)(C)C.Br[C:7]([F:14])([F:13])[C:8]([O:10][CH2:11][CH3:12])=[O:9].N1([CH2:24][N:25]([CH2:33][C:34]2[CH:39]=[CH:38][CH:37]=[CH:36][CH:35]=2)[CH2:26][CH2:27][C:28]([O:30][CH2:31][CH3:32])=[O:29])C2C=CC=CC=2N=N1.O, predict the reaction product. The product is: [CH2:33]([N:25]([CH2:24][C:7]([F:14])([F:13])[C:8]([O:10][CH2:11][CH3:12])=[O:9])[CH2:26][CH2:27][C:28]([O:30][CH2:31][CH3:32])=[O:29])[C:34]1[CH:39]=[CH:38][CH:37]=[CH:36][CH:35]=1. (3) Given the reactants C(O[C:4]([C:6]1[CH:11]=[C:10]([C:12]#[N:13])[CH:9]=[C:8]([CH3:14])[N:7]=1)=[O:5])C.[F:15][C:16]1[CH:17]=[C:18]([CH:20]=[CH:21][C:22]=1[F:23])[NH2:19], predict the reaction product. The product is: [F:15][C:16]1[CH:17]=[C:18]([NH:19][C:4]([C:6]2[CH:11]=[C:10]([C:12]#[N:13])[CH:9]=[C:8]([CH3:14])[N:7]=2)=[O:5])[CH:20]=[CH:21][C:22]=1[F:23]. (4) Given the reactants [CH3:1][C:2]1[CH:7]=[C:6]([O:8][CH2:9][CH2:10][N:11]2[CH2:16][CH2:15][O:14][CH2:13][CH2:12]2)[CH:5]=[C:4]([CH3:17])[C:3]=1[C:18]1[CH:23]=[CH:22][CH:21]=[C:20]([CH2:24][NH:25][C:26]2[CH:31]=[CH:30][C:29]([CH2:32][CH2:33][C:34]([OH:36])=[O:35])=[C:28]([F:37])[CH:27]=2)[CH:19]=1.[CH3:38][S:39]([OH:42])(=[O:41])=[O:40], predict the reaction product. The product is: [CH3:38][S:39]([OH:42])(=[O:41])=[O:40].[CH3:38][S:39]([OH:42])(=[O:41])=[O:40].[CH3:1][C:2]1[CH:7]=[C:6]([O:8][CH2:9][CH2:10][N:11]2[CH2:12][CH2:13][O:14][CH2:15][CH2:16]2)[CH:5]=[C:4]([CH3:17])[C:3]=1[C:18]1[CH:23]=[CH:22][CH:21]=[C:20]([CH2:24][NH:25][C:26]2[CH:31]=[CH:30][C:29]([CH2:32][CH2:33][C:34]([OH:36])=[O:35])=[C:28]([F:37])[CH:27]=2)[CH:19]=1.